Dataset: Catalyst prediction with 721,799 reactions and 888 catalyst types from USPTO. Task: Predict which catalyst facilitates the given reaction. Reactant: Cl.Cl.[NH2:3][CH2:4][CH2:5][O:6][C:7]1[CH:8]=[CH:9][C:10]2[C:11]3[N:20]([CH2:21][CH:22]4[CH2:27][CH2:26][O:25][CH2:24][CH2:23]4)[C:19]([CH2:28][CH3:29])=[N:18][C:12]=3[C:13]([NH2:17])=[N:14][C:15]=2[CH:16]=1.C(N(CC)CC)C.[CH3:37][S:38](Cl)(=[O:40])=[O:39]. Product: [NH2:17][C:13]1[C:12]2[N:18]=[C:19]([CH2:28][CH3:29])[N:20]([CH2:21][CH:22]3[CH2:27][CH2:26][O:25][CH2:24][CH2:23]3)[C:11]=2[C:10]2[CH:9]=[CH:8][C:7]([O:6][CH2:5][CH2:4][NH:3][S:38]([CH3:37])(=[O:40])=[O:39])=[CH:16][C:15]=2[N:14]=1. The catalyst class is: 4.